This data is from Reaction yield outcomes from USPTO patents with 853,638 reactions. The task is: Predict the reaction yield, written as a fraction of the theoretical maximum amount of product (1.0 means a 100% yield; for example, 0.34 means a 34% yield). (1) The reactants are CS(O[N:6]=[C:7](Cl)[CH:8]([CH3:10])[CH3:9])(=O)=O.[N:12]1[CH:17]=CC=CC=1.Cl.Cl.[N:20]1([C:25]2[N:30]=[CH:29][C:28]([O:31][CH:32]3[CH2:36][CH2:35][N:34]([CH:37]4[CH2:42][CH2:41][NH:40][CH2:39][CH2:38]4)[C:33]3=[O:43])=[CH:27][CH:26]=2)[CH:24]=[N:23][N:22]=[N:21]1.FC1C=C([S:52](N(C)C)(=O)=O)C=CC=1F. No catalyst specified. The product is [N:20]1([C:25]2[N:30]=[CH:29][C:28]([O:31][CH:32]3[CH2:36][CH2:35][N:34]([CH:37]4[CH2:38][CH2:39][N:40]([C:17]5[S:52][N:6]=[C:7]([CH:8]([CH3:9])[CH3:10])[N:12]=5)[CH2:41][CH2:42]4)[C:33]3=[O:43])=[CH:27][CH:26]=2)[CH:24]=[N:23][N:22]=[N:21]1. The yield is 0.750. (2) The reactants are [F:1][C:2]1[CH:7]=[CH:6][C:5]([N:8]2[C:11](=[O:12])[C@H:10]([S:13][CH2:14][C:15]([C:17]3[CH:22]=[CH:21][C:20]([F:23])=[CH:19][CH:18]=3)=[O:16])[C@H:9]2[C:24]2[CH:38]=[CH:37][C:27]([O:28][CH2:29][C:30]([NH:32][CH2:33][C:34]([OH:36])=O)=[O:31])=[CH:26][CH:25]=2)=[CH:4][CH:3]=1.CN1CCOCC1.CN(C(ON1N=NC2C=CC=CC1=2)=[N+](C)C)C.[B-](F)(F)(F)F.[C:68]([NH:71][CH2:72][CH2:73][CH2:74][CH2:75][C@H:76]([C:78]([OH:80])=[O:79])[NH2:77])(=[O:70])[CH3:69].[BH4-].[Na+].C([O-])(=O)C.[NH4+]. The catalyst is CN(C=O)C.CO.C(Cl)Cl. The product is [F:1][C:2]1[CH:3]=[CH:4][C:5]([N:8]2[C:11](=[O:12])[C@H:10]([S:13][CH2:14][CH:15]([C:17]3[CH:22]=[CH:21][C:20]([F:23])=[CH:19][CH:18]=3)[OH:16])[C@H:9]2[C:24]2[CH:38]=[CH:37][C:27]([O:28][CH2:29][C:30]([NH:32][CH2:33][C:34]([NH:77][C@@H:76]([C:78]([OH:80])=[O:79])[CH2:75][CH2:74][CH2:73][CH2:72][NH:71][C:68](=[O:70])[CH3:69])=[O:36])=[O:31])=[CH:26][CH:25]=2)=[CH:6][CH:7]=1. The yield is 0.150. (3) The reactants are Cl[CH2:2][CH2:3][C@@H:4]([O:11][C:12]1[CH:17]=[CH:16][CH:15]=[CH:14][C:13]=1[I:18])[C:5]1[CH:10]=[CH:9][CH:8]=[CH:7][CH:6]=1.[CH3:19][NH2:20]. The catalyst is C(O)C. The product is [CH3:19][NH:20][CH2:2][CH2:3][C@@H:4]([O:11][C:12]1[CH:17]=[CH:16][CH:15]=[CH:14][C:13]=1[I:18])[C:5]1[CH:10]=[CH:9][CH:8]=[CH:7][CH:6]=1. The yield is 0.974. (4) The yield is 0.920. The catalyst is C(O)C.[Pd]. The product is [CH3:1][O:2][CH2:3][CH2:4][CH2:5][N:6]1[CH2:11][CH2:10][N:9]2[N:12]=[C:13]([NH2:15])[CH:14]=[C:8]2[CH2:7]1. The reactants are [CH3:1][O:2][CH2:3][CH2:4][CH2:5][N:6]1[CH2:11][CH2:10][N:9]2[N:12]=[C:13]([N+:15]([O-])=O)[CH:14]=[C:8]2[CH2:7]1.[H][H].